From a dataset of NCI-60 drug combinations with 297,098 pairs across 59 cell lines. Regression. Given two drug SMILES strings and cell line genomic features, predict the synergy score measuring deviation from expected non-interaction effect. (1) Drug 1: C1CCC(C(C1)N)N.C(=O)(C(=O)[O-])[O-].[Pt+4]. Drug 2: C1C(C(OC1N2C=NC(=NC2=O)N)CO)O. Cell line: NCI-H322M. Synergy scores: CSS=0.818, Synergy_ZIP=0.463, Synergy_Bliss=0.667, Synergy_Loewe=-1.02, Synergy_HSA=-1.69. (2) Drug 1: CCCCCOC(=O)NC1=NC(=O)N(C=C1F)C2C(C(C(O2)C)O)O. Drug 2: CC(C)NC(=O)C1=CC=C(C=C1)CNNC.Cl. Cell line: SF-539. Synergy scores: CSS=13.5, Synergy_ZIP=-7.75, Synergy_Bliss=-6.82, Synergy_Loewe=-1.81, Synergy_HSA=-1.64. (3) Drug 1: CCCS(=O)(=O)NC1=C(C(=C(C=C1)F)C(=O)C2=CNC3=C2C=C(C=N3)C4=CC=C(C=C4)Cl)F. Drug 2: CC(C)NC(=O)C1=CC=C(C=C1)CNNC.Cl. Cell line: M14. Synergy scores: CSS=40.5, Synergy_ZIP=4.50, Synergy_Bliss=2.54, Synergy_Loewe=-27.3, Synergy_HSA=-0.468.